Dataset: Full USPTO retrosynthesis dataset with 1.9M reactions from patents (1976-2016). Task: Predict the reactants needed to synthesize the given product. (1) The reactants are: [CH3:1][S:2][C:3]1[CH:4]=[C:5]([C:9]2[N:10]=[C:11]([N:19]3[CH2:24][CH2:23][CH:22]([C:25]([OH:27])=[O:26])[CH2:21][CH2:20]3)[CH:12]=[C:13]3[C:18]=2[N:17]=[CH:16][CH:15]=[CH:14]3)[CH:6]=[CH:7][CH:8]=1.[OH:28]O. Given the product [CH3:1][S:2]([C:3]1[CH:4]=[C:5]([C:9]2[N:10]=[C:11]([N:19]3[CH2:20][CH2:21][CH:22]([C:25]([OH:27])=[O:26])[CH2:23][CH2:24]3)[CH:12]=[C:13]3[C:18]=2[N:17]=[CH:16][CH:15]=[CH:14]3)[CH:6]=[CH:7][CH:8]=1)=[O:28], predict the reactants needed to synthesize it. (2) Given the product [NH2:21][C:3]1[C:4](=[O:20])[NH:5][C:6](=[S:19])[N:7]([CH:8]([C:10]2[NH:14][C:13]3[CH:15]=[CH:16][CH:17]=[CH:18][C:12]=3[N:11]=2)[CH3:9])[C:2]=1[NH2:1], predict the reactants needed to synthesize it. The reactants are: [NH2:1][C:2]1[N:7]([CH:8]([C:10]2[NH:14][C:13]3[CH:15]=[CH:16][CH:17]=[CH:18][C:12]=3[N:11]=2)[CH3:9])[C:6](=[S:19])[NH:5][C:4](=[O:20])[CH:3]=1.[N:21]([O-])=O.[Na+].S(S([O-])=O)([O-])=O.[Na+].[Na+]. (3) The reactants are: N1C(C)=CC=CC=1C.[Cl:9][C:10]1[S:11][C:12]([C:18]([O:20][CH2:21][CH3:22])=[O:19])=[C:13]([C:15](Cl)=[O:16])[N:14]=1.[CH3:23][O:24][CH2:25][CH2:26][NH2:27]. Given the product [Cl:9][C:10]1[S:11][C:12]([C:18]([O:20][CH2:21][CH3:22])=[O:19])=[C:13]([C:15]([NH:27][CH2:26][CH2:25][O:24][CH3:23])=[O:16])[N:14]=1, predict the reactants needed to synthesize it. (4) Given the product [NH2:23][C:11]([C:8]1[CH:9]=[CH:10][C:5]([OH:4])=[CH:6][CH:7]=1)([CH3:16])[C:12]([O:14][CH3:15])=[O:13], predict the reactants needed to synthesize it. The reactants are: C([O:4][C:5]1[CH:10]=[CH:9][C:8]([C:11](Br)([CH3:16])[C:12]([O:14][CH3:15])=[O:13])=[CH:7][CH:6]=1)(=O)C.C1COCC1.[NH3:23]. (5) Given the product [C:1]([O:5][C:6]([O:8][C:9]1[CH:28]=[CH:27][C:26]([N:29]([CH2:34][CH:35]2[CH2:36][CH2:37]2)[S:30]([CH3:33])(=[O:32])=[O:31])=[CH:25][C:10]=1[C:11]([O:13][CH2:14][C:15]([OH:17])=[O:16])=[O:12])=[O:7])([CH3:4])([CH3:2])[CH3:3], predict the reactants needed to synthesize it. The reactants are: [C:1]([O:5][C:6]([O:8][C:9]1[CH:28]=[CH:27][C:26]([N:29]([CH2:34][CH:35]2[CH2:37][CH2:36]2)[S:30]([CH3:33])(=[O:32])=[O:31])=[CH:25][C:10]=1[C:11]([O:13][CH2:14][C:15]([O:17]CC1C=CC=CC=1)=[O:16])=[O:12])=[O:7])([CH3:4])([CH3:3])[CH3:2]. (6) Given the product [Cl:1][C:2]1[CH:7]=[CH:6][C:5]([S:8][C:9]2[O:13][C:12]([CH:14]3[CH2:15][CH2:16][O:17][CH2:18][CH2:19]3)=[N:11][C:10]=2[CH2:20][O:21][C:27]2[CH:26]=[C:25]3[C:30](=[CH:29][CH:28]=2)[NH:22][N:23]=[CH:24]3)=[CH:4][CH:3]=1, predict the reactants needed to synthesize it. The reactants are: [Cl:1][C:2]1[CH:7]=[CH:6][C:5]([S:8][C:9]2[O:13][C:12]([CH:14]3[CH2:19][CH2:18][O:17][CH2:16][CH2:15]3)=[N:11][C:10]=2[CH2:20][OH:21])=[CH:4][CH:3]=1.[NH:22]1[C:30]2[C:25](=[CH:26][C:27](O)=[CH:28][CH:29]=2)[CH:24]=[N:23]1. (7) Given the product [C:3]([O:7][C:8]([NH:9][CH2:10][C:11]1[C:16]([C:17]2[CH:18]=[CH:19][C:20]([CH3:23])=[CH:21][CH:22]=2)=[C:15](/[CH:24]=[CH:33]/[C:32]([O:35][CH2:36][CH3:37])=[O:34])[C:14]([CH3:26])=[N:13][C:12]=1[CH2:27][CH:28]([CH3:29])[CH3:30])=[O:31])([CH3:4])([CH3:5])[CH3:6], predict the reactants needed to synthesize it. The reactants are: [H-].[Na+].[C:3]([O:7][C:8](=[O:31])[NH:9][CH2:10][C:11]1[C:12]([CH2:27][CH:28]([CH3:30])[CH3:29])=[N:13][C:14]([CH3:26])=[C:15]([CH:24]=O)[C:16]=1[C:17]1[CH:22]=[CH:21][C:20]([CH3:23])=[CH:19][CH:18]=1)([CH3:6])([CH3:5])[CH3:4].[C:32]([O:35][CH2:36][CH3:37])(=[O:34])[CH3:33]. (8) Given the product [NH2:8][C@@H:9]([CH2:18][CH2:19][O:20][C:21]1[CH:26]=[C:25]([F:27])[C:24]([N:28]2[C:33]([NH2:34])=[C:32]([C:35](=[O:44])[C:36]3[CH:41]=[CH:40][C:39]([F:42])=[CH:38][C:37]=3[F:43])[CH:31]=[CH:30][C:29]2=[O:45])=[C:23]([F:46])[CH:22]=1)[C:10]([OH:12])=[O:11], predict the reactants needed to synthesize it. The reactants are: FC(F)(F)C(O)=O.[NH2:8][C@@H:9]([CH2:18][CH2:19][O:20][C:21]1[CH:26]=[C:25]([F:27])[C:24]([N:28]2[C:33]([NH2:34])=[C:32]([C:35](=[O:44])[C:36]3[CH:41]=[CH:40][C:39]([F:42])=[CH:38][C:37]=3[F:43])[CH:31]=[CH:30][C:29]2=[O:45])=[C:23]([F:46])[CH:22]=1)[C:10]([O:12]C1CCCC1)=[O:11].[OH-].[Na+].